Dataset: Clinical trial toxicity outcomes and FDA approval status for drugs. Task: Regression/Classification. Given a drug SMILES string, predict its toxicity properties. Task type varies by dataset: regression for continuous values (e.g., LD50, hERG inhibition percentage) or binary classification for toxic/non-toxic outcomes (e.g., AMES mutagenicity, cardiotoxicity, hepatotoxicity). Dataset: clintox. (1) The compound is CC1C=CC=CC=CC=CC=CC=CC=CC(OC2O[C@H](C)[C@@H](O)[C@H]([NH3+])[C@@H]2O)CC2OC(O)(CC(O)CC(O)CC(O)CC(=O)CCCC(=O)CC(=O)OC1C(C)CC(C)C(O)CC(=O)c1ccc(N)cc1)CC(O)C2C(=O)[O-]. The result is 0 (passed clinical trial). (2) The compound is COc1c(C)c2c(c([O-])c1C/C=C(\C)CCC(=O)[O-])C(=O)OC2. The result is 0 (passed clinical trial). (3) The compound is CCCCNc1ccc(C(=O)OCC[NH+](C)C)cc1. The result is 0 (passed clinical trial). (4) The drug is CC(S)C(=O)NCC(=O)[O-]. The result is 0 (passed clinical trial). (5) The molecule is O=C1CCCC(=O)[C-]1C(=O)c1ccc(C(F)(F)F)cc1[N+](=O)[O-]. The result is 0 (passed clinical trial). (6) The compound is Nc1nc(=O)c2nc(CNc3ccc(C(=O)N[C@@H](CCC(=O)[O-])C(=O)[O-])cc3)cnc2[nH]1. The result is 0 (passed clinical trial). (7) The compound is C[NH+](C)CC[C@@H](c1ccc(Br)cc1)c1ccccn1. The result is 0 (passed clinical trial).